Dataset: Catalyst prediction with 721,799 reactions and 888 catalyst types from USPTO. Task: Predict which catalyst facilitates the given reaction. (1) Reactant: [Cl:1][C:2]1[CH:10]=[C:9]2[C:5]([C:6]([CH:11]=[O:12])=[CH:7][NH:8]2)=[CH:4][C:3]=1[C:13]1[CH:18]=[CH:17][C:16]([O:19][CH2:20][CH2:21][OH:22])=[C:15]([F:23])[CH:14]=1.Cl([O-])=[O:25].[Na+].CC(=CC)C.P([O-])(O)(O)=O.[Na+]. Product: [Cl:1][C:2]1[CH:10]=[C:9]2[C:5]([C:6]([C:11]([OH:25])=[O:12])=[CH:7][NH:8]2)=[CH:4][C:3]=1[C:13]1[CH:18]=[CH:17][C:16]([O:19][CH2:20][CH2:21][OH:22])=[C:15]([F:23])[CH:14]=1. The catalyst class is: 878. (2) Reactant: Cl.C1(C(=[N:15][C:16]2[S:20][CH:19]=[N:18][C:17]=2[C:21]([O:23][CH3:24])=[O:22])C2C=CC=CC=2)C=CC=CC=1. Product: [NH2:15][C:16]1[S:20][CH:19]=[N:18][C:17]=1[C:21]([O:23][CH3:24])=[O:22]. The catalyst class is: 1. (3) Reactant: [SH:1][C:2]1[C:11]([C:12]#[N:13])=[C:10]([C:14]2[S:15][CH:16]=[CH:17][CH:18]=2)[C:9]2[CH2:8][CH2:7][CH2:6][CH2:5][C:4]=2[N:3]=1.C([O-])([O-])=O.[K+].[K+].Br[CH:26]([C:29]1[CH:34]=[CH:33][CH:32]=[CH:31][CH:30]=1)[CH2:27][OH:28]. Product: [OH:28][CH2:27][CH:26]([S:1][C:2]1[C:11]([C:12]#[N:13])=[C:10]([C:14]2[S:15][CH:16]=[CH:17][CH:18]=2)[C:9]2[CH2:8][CH2:7][CH2:6][CH2:5][C:4]=2[N:3]=1)[C:29]1[CH:34]=[CH:33][CH:32]=[CH:31][CH:30]=1. The catalyst class is: 21. (4) Product: [C:2]1([CH:1]([OH:8])[CH2:11][Si:12]([CH3:15])([CH3:14])[CH3:13])[CH:7]=[CH:6][CH:5]=[CH:4][CH:3]=1. Reactant: [CH:1](=[O:8])[C:2]1[CH:7]=[CH:6][CH:5]=[CH:4][CH:3]=1.[NH4+].[Cl-].[CH3:11][Si:12]([CH2:15][Mg]Cl)([CH3:14])[CH3:13]. The catalyst class is: 28.